Dataset: Forward reaction prediction with 1.9M reactions from USPTO patents (1976-2016). Task: Predict the product of the given reaction. (1) The product is: [F:8][C:6]1[CH:5]=[CH:4][C:3]([C:9]2[N:14]=[CH:13][N:12]=[C:11]([NH:15][C:16]3[CH:21]=[CH:20][CH:19]=[C:18]([CH2:22][S:23]([CH3:26])(=[O:25])=[O:24])[CH:17]=3)[N:10]=2)=[C:2]([O:33][CH2:27][CH2:28][CH2:29][CH2:30][CH2:31][CH3:32])[CH:7]=1. Given the reactants F[C:2]1[CH:7]=[C:6]([F:8])[CH:5]=[CH:4][C:3]=1[C:9]1[N:14]=[CH:13][N:12]=[C:11]([NH:15][C:16]2[CH:21]=[CH:20][CH:19]=[C:18]([CH2:22][S:23]([CH3:26])(=[O:25])=[O:24])[CH:17]=2)[N:10]=1.[CH2:27]([OH:33])[CH2:28][CH2:29][CH2:30][CH2:31][CH3:32], predict the reaction product. (2) Given the reactants [Br:1][C:2]1[CH:3]=[C:4]([NH:10][C:11]2[N:16]=[CH:15][C:14](N3CCN(C(OC(C)(C)C)=O)CC3)=[CH:13][CH:12]=2)[C:5](=[O:9])[N:6]([CH3:8])[CH:7]=1.NC1N=CC([C:37]([N:39]2[CH2:44][CH2:43][O:42][CH2:41][CH2:40]2)=[O:38])=CC=1.BrC1C(=O)N(C)C=C(Br)C=1, predict the reaction product. The product is: [Br:1][C:2]1[CH:3]=[C:4]([NH:10][C:11]2[CH:12]=[CH:13][C:14]([C:37]([N:39]3[CH2:44][CH2:43][O:42][CH2:41][CH2:40]3)=[O:38])=[CH:15][N:16]=2)[C:5](=[O:9])[N:6]([CH3:8])[CH:7]=1. (3) Given the reactants [C:1](OC(=O)C)(=[O:3])[CH3:2].[F:8][C:9]1[CH:35]=[CH:34][C:12]([O:13][C:14]2[CH:19]=[CH:18][C:17]([NH:20]C(=O)OC(C)(C)C)=[CH:16][C:15]=2[C:28]2[CH:33]=[CH:32][CH:31]=[CH:30][N:29]=2)=[CH:11][CH:10]=1.[H][H].C(=O)(O)[O-].[Na+], predict the reaction product. The product is: [NH2:20][C:17]1[CH:18]=[CH:19][C:14]([O:13][C:12]2[CH:34]=[CH:35][C:9]([F:8])=[CH:10][CH:11]=2)=[C:15]([CH:28]2[CH2:33][CH2:32][CH2:31][CH2:30][N:29]2[C:1](=[O:3])[CH3:2])[CH:16]=1. (4) Given the reactants [F:1][C:2]1[CH:9]=[CH:8][C:7]([O:10][CH3:11])=[CH:6][C:3]=1[CH:4]=O.[S:12]1[CH2:18][C:16](=[O:17])[NH:15][C:13]1=[S:14].C(O)(=O)C, predict the reaction product. The product is: [F:1][C:2]1[CH:9]=[CH:8][C:7]([O:10][CH3:11])=[CH:6][C:3]=1[CH:4]=[C:18]1[S:12][C:13](=[S:14])[NH:15][C:16]1=[O:17]. (5) Given the reactants [CH2:1]([O:15][CH:16]([CH2:28][O:29][CH2:30][CH2:31][CH2:32][CH2:33][CH2:34][CH2:35][CH2:36][CH2:37][CH2:38][CH2:39][CH2:40][CH2:41][CH2:42][CH3:43])[CH2:17][O:18][CH2:19][CH2:20][O:21]C1CCCCO1)[CH2:2][CH2:3][CH2:4][CH2:5][CH2:6][CH2:7][CH2:8][CH2:9][CH2:10][CH2:11][CH2:12][CH2:13][CH3:14].Cl.C(=O)(O)[O-].[Na+], predict the reaction product. The product is: [CH2:1]([O:15][CH:16]([CH2:28][O:29][CH2:30][CH2:31][CH2:32][CH2:33][CH2:34][CH2:35][CH2:36][CH2:37][CH2:38][CH2:39][CH2:40][CH2:41][CH2:42][CH3:43])[CH2:17][O:18][CH2:19][CH2:20][OH:21])[CH2:2][CH2:3][CH2:4][CH2:5][CH2:6][CH2:7][CH2:8][CH2:9][CH2:10][CH2:11][CH2:12][CH2:13][CH3:14].